Dataset: Forward reaction prediction with 1.9M reactions from USPTO patents (1976-2016). Task: Predict the product of the given reaction. (1) Given the reactants [C:1]([C:3]1[CH:8]=[C:7]([CH3:9])[N:6]2[C:10]([CH2:18][CH:19]3[CH2:24][CH2:23][C:22]([F:26])([F:25])[CH2:21][CH2:20]3)=[C:11](C(OCC)=O)[N:12]=[C:5]2[CH:4]=1)#[N:2].[CH3:27][Mg]Br.[Cl-].[NH4+].[CH2:32]1[CH2:36][O:35]CC1, predict the reaction product. The product is: [F:26][C:22]1([F:25])[CH2:21][CH2:20][CH:19]([CH2:18][C:10]2[N:6]3[C:7]([CH3:9])=[CH:8][C:3]([C:1]#[N:2])=[CH:4][C:5]3=[N:12][C:11]=2[C:36]([OH:35])([CH3:32])[CH3:27])[CH2:24][CH2:23]1. (2) Given the reactants FC(F)(F)C(O)=O.[CH3:8][C@H:9]([O:13][C:14]1[NH:15][C:16]([NH2:25])=[C:17]2[C:21]([N:22]=1)=[N:20][C:19]([O:23]C)=[N:18]2)[CH2:10][CH2:11][CH3:12].Br[CH2:27][CH2:28][CH2:29][CH2:30][CH2:31]Cl.[NH:33]1[CH2:39][CH2:38][CH2:37][CH2:36][CH2:35][CH2:34]1, predict the reaction product. The product is: [NH2:25][C:16]1[N:15]=[C:14]([O:13][C@@H:9]([CH3:8])[CH2:10][CH2:11][CH3:12])[N:22]=[C:21]2[C:17]=1[NH:18][C:19](=[O:23])[N:20]2[CH2:27][CH2:28][CH2:29][CH2:30][CH2:31][N:33]1[CH2:39][CH2:38][CH2:37][CH2:36][CH2:35][CH2:34]1. (3) Given the reactants [CH2:1]([NH:9][C:10]([NH:12][NH:13][C:14](=O)[CH2:15][O:16][C:17]([C:30]1[CH:35]=[CH:34][CH:33]=[CH:32][CH:31]=1)([C:24]1[CH:29]=[CH:28][CH:27]=[CH:26][CH:25]=1)[C:18]1[CH:23]=[CH:22][CH:21]=[CH:20][CH:19]=1)=[O:11])[CH2:2][CH2:3][CH2:4][CH2:5][CH2:6][CH2:7][CH3:8].[OH-].[K+].Cl, predict the reaction product. The product is: [CH2:1]([N:9]1[C:10](=[O:11])[NH:12][N:13]=[C:14]1[CH2:15][O:16][C:17]([C:18]1[CH:23]=[CH:22][CH:21]=[CH:20][CH:19]=1)([C:30]1[CH:31]=[CH:32][CH:33]=[CH:34][CH:35]=1)[C:24]1[CH:25]=[CH:26][CH:27]=[CH:28][CH:29]=1)[CH2:2][CH2:3][CH2:4][CH2:5][CH2:6][CH2:7][CH3:8]. (4) Given the reactants [C:1]([NH:11][C@H:12]([C:20]([NH:22][C@H:23]([C:25]([OH:27])=O)[CH3:24])=[O:21])[CH2:13][C:14]1[CH:19]=[CH:18][CH:17]=[CH:16][CH:15]=1)([O:3][CH2:4][C:5]1[CH:10]=[CH:9][CH:8]=[CH:7][CH:6]=1)=[O:2].O=S(Cl)[Cl:30], predict the reaction product. The product is: [C:1]([NH:11][C@H:12]([C:20]([NH:22][C@H:23]([C:25]([Cl:30])=[O:27])[CH3:24])=[O:21])[CH2:13][C:14]1[CH:19]=[CH:18][CH:17]=[CH:16][CH:15]=1)([O:3][CH2:4][C:5]1[CH:10]=[CH:9][CH:8]=[CH:7][CH:6]=1)=[O:2]. (5) Given the reactants C[O:2][C:3](=[O:19])[C:4]1[CH:9]=[CH:8][C:7]([NH:10][C:11]2[CH:12]=[N:13][C:14]([CH3:17])=[CH:15][CH:16]=2)=[C:6]([Cl:18])[CH:5]=1.[OH-].[Na+], predict the reaction product. The product is: [Cl:18][C:6]1[CH:5]=[C:4]([CH:9]=[CH:8][C:7]=1[NH:10][C:11]1[CH:12]=[N:13][C:14]([CH3:17])=[CH:15][CH:16]=1)[C:3]([OH:19])=[O:2]. (6) Given the reactants C([N:8]([C@H:16]([C@@H:24]([OH:42])[CH2:25][C@@H:26]([NH:34][C:35]([O:37][C:38]([CH3:41])([CH3:40])[CH3:39])=[O:36])[CH2:27][C:28]1[CH:33]=[CH:32][CH:31]=[CH:30][CH:29]=1)[CH2:17][C:18]1[CH:23]=[CH:22][CH:21]=[CH:20][CH:19]=1)CC1C=CC=CC=1)C1C=CC=CC=1.C([O-])=O.[NH4+].C(O)(=O)C, predict the reaction product. The product is: [NH2:8][C@H:16]([C@@H:24]([OH:42])[CH2:25][C@@H:26]([NH:34][C:35]([O:37][C:38]([CH3:40])([CH3:39])[CH3:41])=[O:36])[CH2:27][C:28]1[CH:29]=[CH:30][CH:31]=[CH:32][CH:33]=1)[CH2:17][C:18]1[CH:19]=[CH:20][CH:21]=[CH:22][CH:23]=1. (7) Given the reactants Br[CH2:2][CH:3]([O:7][CH2:8][CH3:9])[O:4][CH2:5][CH3:6].[CH3:10][S:11]([N:14]([S:22]([CH3:25])(=[O:24])=[O:23])[C:15]1[CH:20]=[CH:19][C:18]([OH:21])=[CH:17][CH:16]=1)(=[O:13])=[O:12].C(=O)([O-])[O-].[K+].[K+], predict the reaction product. The product is: [CH3:25][S:22]([N:14]([S:11]([CH3:10])(=[O:13])=[O:12])[C:15]1[CH:16]=[CH:17][C:18]([O:21][CH2:2][CH:3]([O:7][CH2:8][CH3:9])[O:4][CH2:5][CH3:6])=[CH:19][CH:20]=1)(=[O:23])=[O:24]. (8) The product is: [F:1][C:2]1[CH:31]=[CH:30][C:5]2[CH:6]=[C:7]([C:9]3[C:18]([N:19]4[CH2:24][CH2:23][CH2:22][CH2:21][C@@H:20]4[CH3:25])=[N:17][C:16]4[C:11](=[CH:12][CH:13]=[C:14]([C:26]([OH:28])=[O:27])[CH:15]=4)[N:10]=3)[O:8][C:4]=2[CH:3]=1. Given the reactants [F:1][C:2]1[CH:31]=[CH:30][C:5]2[CH:6]=[C:7]([C:9]3[C:18]([N:19]4[CH2:24][CH2:23][CH2:22][CH2:21][C@@H:20]4[CH3:25])=[N:17][C:16]4[C:11](=[CH:12][CH:13]=[C:14]([C:26]([O:28]C)=[O:27])[CH:15]=4)[N:10]=3)[O:8][C:4]=2[CH:3]=1.[OH-].[Na+], predict the reaction product.